Predict the reactants needed to synthesize the given product. From a dataset of Retrosynthesis with 50K atom-mapped reactions and 10 reaction types from USPTO. (1) Given the product COc1ccc2c(c1)CCn1c-2cc(N(C)Cc2ccc(Oc3cncc(C#N)c3)c(C#N)c2)nc1=O, predict the reactants needed to synthesize it. The reactants are: CNCc1ccc(Oc2cncc(C#N)c2)c(C#N)c1.COc1ccc2c(c1)CCn1c-2cc(Cl)nc1=O. (2) Given the product CC(C)C[C@H](NC(=O)CNc1cccc2ccccc12)C(=O)N[C@H](C=O)CC(=NNC(N)=O)OC(C)(C)C, predict the reactants needed to synthesize it. The reactants are: CC(C)C[C@H](N)C(=O)N[C@H](C=O)CC(=NNC(N)=O)OC(C)(C)C.O=C(O)CNc1cccc2ccccc12. (3) Given the product CCOC(=O)CC1CCc2c1[nH]c1ccc(-c3noc(-c4cc(C#CC5CC5)cc(OC(F)(F)F)c4)n3)cc21, predict the reactants needed to synthesize it. The reactants are: C#CC1CC1.CCOC(=O)CC1CCc2c1[nH]c1ccc(-c3noc(-c4cc(Br)cc(OC(F)(F)F)c4)n3)cc21. (4) Given the product O=[N+]([O-])c1ccc(-c2ccc(CBr)cn2)c(C(F)(F)F)c1, predict the reactants needed to synthesize it. The reactants are: Cc1ccc(-c2ccc([N+](=O)[O-])cc2C(F)(F)F)nc1.O=C1CCC(=O)N1Br. (5) Given the product CCCCCCN(C)c1ccc(-c2ccc(NC(=O)c3cc([N+](=O)[O-])ccc3Cl)cc2)cc1, predict the reactants needed to synthesize it. The reactants are: CCCCCCNc1ccc(-c2ccc(NC(=O)c3cc([N+](=O)[O-])ccc3Cl)cc2)cc1.CI. (6) Given the product CN=Cc1ccc2nc(N)n(CC(C)C)c2c1, predict the reactants needed to synthesize it. The reactants are: CC(C)Cn1c(N)nc2ccc(C=O)cc21.CN. (7) Given the product Cc1nc(S(C)(=O)=O)ccc1C1=CCC(OCC2CCN(C(=O)OC(C)(C)C)CC2)CC1, predict the reactants needed to synthesize it. The reactants are: CC(C)(C)OC(=O)N1CCC(COC2CC=C(B3OC(C)(C)C(C)(C)O3)CC2)CC1.Cc1nc(S(C)(=O)=O)ccc1OS(=O)(=O)C(F)(F)F. (8) Given the product COc1ccc2c(NC3CCOC3)ncnc2c1OC, predict the reactants needed to synthesize it. The reactants are: COc1ccc2c(Cl)ncnc2c1OC.NC1CCOC1. (9) Given the product Cc1ccc2c(c1)c1c(n2CCC2CCCCC2)CN(C)CC1, predict the reactants needed to synthesize it. The reactants are: C=O.CNCCc1cn(CCC2CCCCC2)c2ccc(C)cc12. (10) The reactants are: Nc1ccccc1Cl.O=C(Cl)c1ccc(Cl)cc1Cl. Given the product O=C(Nc1ccccc1Cl)c1ccc(Cl)cc1Cl, predict the reactants needed to synthesize it.